Dataset: Catalyst prediction with 721,799 reactions and 888 catalyst types from USPTO. Task: Predict which catalyst facilitates the given reaction. (1) Reactant: C(Cl)(=O)C(Cl)=O.CS(C)=O.[OH:11][C@@H:12]1[CH2:16][CH2:15][CH2:14][C@H:13]1[O:17][C:18]1[C:23]2[C:24]([O:27][CH2:28][CH:29]3[CH2:34][CH2:33][N:32]([CH2:35][C:36]4([OH:42])[CH2:41][CH2:40][O:39][CH2:38][CH2:37]4)[CH2:31][CH2:30]3)=[N:25][O:26][C:22]=2[CH:21]=[CH:20][CH:19]=1.C(N(CC)CC)C. Product: [OH:42][C:36]1([CH2:35][N:32]2[CH2:33][CH2:34][CH:29]([CH2:28][O:27][C:24]3[C:23]4[C:18]([O:17][CH:13]5[CH2:14][CH2:15][CH2:16][C:12]5=[O:11])=[CH:19][CH:20]=[CH:21][C:22]=4[O:26][N:25]=3)[CH2:30][CH2:31]2)[CH2:41][CH2:40][O:39][CH2:38][CH2:37]1. The catalyst class is: 46. (2) Reactant: [N:1]([CH2:4][C@H:5]1[CH:10]=[CH:9][C@H:8]([O:11]CC2C=CC=CC=2)[C@@H:7]([O:19]CC2C=CC=CC=2)[C@@H:6]1[OH:27])=[N+:2]=[N-:3]. Product: [N:1]([CH2:4][C@@H:5]1[C@@H:6]([OH:27])[C@H:7]([OH:19])[C@@H:8]([OH:11])[CH:9]=[CH:10]1)=[N+:2]=[N-:3]. The catalyst class is: 2. (3) Reactant: [H-].[Al+3].[Li+].[H-].[H-].[H-].[CH:7]1([CH:12]([OH:15])[C:13]#[N:14])[CH2:11][CH2:10][CH2:9][CH2:8]1. Product: [NH2:14][CH2:13][CH:12]([CH:7]1[CH2:11][CH2:10][CH2:9][CH2:8]1)[OH:15]. The catalyst class is: 1. (4) Reactant: Br[C:2]1[CH:3]=[CH:4][C:5]([C:8]([O:10][CH3:11])=[O:9])=[N:6][CH:7]=1.[Cu][C:13]#[N:14]. Product: [C:13]([C:2]1[CH:3]=[CH:4][C:5]([C:8]([O:10][CH3:11])=[O:9])=[N:6][CH:7]=1)#[N:14]. The catalyst class is: 60.